Task: Predict the reactants needed to synthesize the given product.. Dataset: Full USPTO retrosynthesis dataset with 1.9M reactions from patents (1976-2016) Given the product [CH3:20][N:21]1[C:25]([C:6]2[CH:5]=[CH:4][C:3]3[C:2](=[O:1])[CH2:11][CH2:10][CH2:9][C:8]=3[CH:7]=2)=[CH:24][CH:23]=[C:22]1[C:26]#[N:27], predict the reactants needed to synthesize it. The reactants are: [O:1]=[C:2]1[CH2:11][CH2:10][CH2:9][C:8]2[CH:7]=[C:6](OS(C(F)(F)F)(=O)=O)[CH:5]=[CH:4][C:3]1=2.[CH3:20][N:21]1[CH:25]=[CH:24][CH:23]=[C:22]1[C:26]#[N:27].